Dataset: Catalyst prediction with 721,799 reactions and 888 catalyst types from USPTO. Task: Predict which catalyst facilitates the given reaction. (1) Reactant: [F:1][C:2]1[CH:9]=[C:8]([CH:10]=[O:11])[C:7]([F:12])=[CH:6][C:3]=1[C:4]#[N:5].[BH4-].[Na+].O.Cl. Product: [F:1][C:2]1[CH:9]=[C:8]([CH2:10][OH:11])[C:7]([F:12])=[CH:6][C:3]=1[C:4]#[N:5]. The catalyst class is: 5. (2) Reactant: C([O:3][CH:4](OCC)[C:5]1[N:6]([C:11]2[CH:16]=[CH:15][C:14]([CH3:17])=[CH:13][CH:12]=2)[C:7](=[S:10])[NH:8][N:9]=1)C.Cl. Product: [S:10]=[C:7]1[NH:8][N:9]=[C:5]([CH:4]=[O:3])[N:6]1[C:11]1[CH:16]=[CH:15][C:14]([CH3:17])=[CH:13][CH:12]=1. The catalyst class is: 12. (3) Reactant: [NH2:1][C:2]1[CH:3]=[C:4]([CH:9]([CH3:15])[C:10]([O:12][CH2:13][CH3:14])=[O:11])[CH:5]=[CH:6][C:7]=1[NH2:8].[C:16](N1C=CN=C1)(N1C=CN=C1)=[O:17].C1CCN2C(=NCCC2)CC1. Product: [O:17]=[C:16]1[NH:8][C:7]2[CH:6]=[CH:5][C:4]([CH:9]([CH3:15])[C:10]([O:12][CH2:13][CH3:14])=[O:11])=[CH:3][C:2]=2[NH:1]1. The catalyst class is: 2. (4) Reactant: [F:1][C:2]1[S:6][C:5]([C:7]23[CH2:15][NH:14][CH2:13][CH:12]2[CH2:11][S:10][C:9]([NH:16][C:17](=[O:24])[C:18]2[CH:23]=[CH:22][CH:21]=[CH:20][CH:19]=2)=[N:8]3)=[CH:4][CH:3]=1.C(N(C(C)C)CC)(C)C.Cl[C:35]1[N:40]=[CH:39][CH:38]=[CH:37][N:36]=1. Product: [F:1][C:2]1[S:6][C:5]([C:7]23[CH2:15][N:14]([C:35]4[N:40]=[CH:39][CH:38]=[CH:37][N:36]=4)[CH2:13][CH:12]2[CH2:11][S:10][C:9]([NH:16][C:17](=[O:24])[C:18]2[CH:23]=[CH:22][CH:21]=[CH:20][CH:19]=2)=[N:8]3)=[CH:4][CH:3]=1. The catalyst class is: 155.